This data is from Forward reaction prediction with 1.9M reactions from USPTO patents (1976-2016). The task is: Predict the product of the given reaction. (1) Given the reactants Cl.[NH2:2][CH:3]([CH:8]([C:13]1[CH:18]=[CH:17][CH:16]=[CH:15][CH:14]=1)[C:9]([O:11][CH3:12])=[O:10])[C:4]([O:6][CH3:7])=[O:5].[C:19](Cl)([C:32]1[CH:37]=[CH:36][CH:35]=[CH:34][CH:33]=1)([C:26]1[CH:31]=[CH:30][CH:29]=[CH:28][CH:27]=1)[C:20]1[CH:25]=[CH:24][CH:23]=[CH:22][CH:21]=1, predict the reaction product. The product is: [C:19]([NH:2][CH:3]([CH:8]([C:13]1[CH:14]=[CH:15][CH:16]=[CH:17][CH:18]=1)[C:9]([O:11][CH3:12])=[O:10])[C:4]([O:6][CH3:7])=[O:5])([C:20]1[CH:25]=[CH:24][CH:23]=[CH:22][CH:21]=1)([C:32]1[CH:33]=[CH:34][CH:35]=[CH:36][CH:37]=1)[C:26]1[CH:27]=[CH:28][CH:29]=[CH:30][CH:31]=1. (2) Given the reactants [Cu](C#N)C#N.[C:6]([Mg]Cl)([CH3:9])([CH3:8])[CH3:7].[CH2:12]([O:19][C:20]1[CH:21]=[CH:22][C:23](Br)=[N:24][CH:25]=1)[C:13]1[CH:18]=[CH:17][CH:16]=[CH:15][CH:14]=1, predict the reaction product. The product is: [CH2:12]([O:19][C:20]1[CH:21]=[CH:22][C:23]([C:6]([CH3:9])([CH3:8])[CH3:7])=[N:24][CH:25]=1)[C:13]1[CH:18]=[CH:17][CH:16]=[CH:15][CH:14]=1.